Task: Predict the reactants needed to synthesize the given product.. Dataset: Full USPTO retrosynthesis dataset with 1.9M reactions from patents (1976-2016) Given the product [CH3:15][C:10]1[CH:11]=[CH:12][CH:13]=[C:14]2[C:9]=1[C:12]1=[CH:13][CH:14]=[C:9]3[C:10]([C:11]1=[CH:9]2)=[CH:15][C:12]1[C:11]3=[C:10]([CH3:15])[CH:9]=[CH:14][CH:13]=1, predict the reactants needed to synthesize it. The reactants are: O[CH2:15][C:10]1[C:11]([C:9]2[CH:14]=[CH:13][CH:12]=[CH:11][C:10]=2[CH3:15])=[CH:12][CH:13]=[C:14]([C:9]2[CH:14]=[CH:13][CH:12]=[CH:11][C:10]=2[CH3:15])[C:9]=1CO.